Dataset: Forward reaction prediction with 1.9M reactions from USPTO patents (1976-2016). Task: Predict the product of the given reaction. (1) Given the reactants [CH3:1][O:2][C:3]1[C:8]([N+:9]([O-:11])=[O:10])=[CH:7][CH:6]=[CH:5][C:4]=1Br.C(P(C(C)(C)C)C(C)(C)C)(C)(C)C.C(=O)([O-])[O-].[Cs+].[Cs+].Br[Zn][CH2:34][CH2:35][CH2:36][C:37]([O:39][CH2:40][CH3:41])=[O:38], predict the reaction product. The product is: [CH3:1][O:2][C:3]1[C:8]([N+:9]([O-:11])=[O:10])=[CH:7][CH:6]=[CH:5][C:4]=1[CH2:34][CH2:35][CH2:36][C:37]([O:39][CH2:40][CH3:41])=[O:38]. (2) Given the reactants C[O:2][C:3]([C@H:5]1[CH2:10][CH2:9][C@@H:8]([CH3:11])[N:7]([C:12]([O:14][CH2:15][C:16]2[CH:21]=[CH:20][CH:19]=[CH:18][CH:17]=2)=[O:13])[CH2:6]1)=[O:4].[OH-].[Na+], predict the reaction product. The product is: [CH2:15]([O:14][C:12]([N:7]1[C@H:8]([CH3:11])[CH2:9][CH2:10][C@H:5]([C:3]([OH:4])=[O:2])[CH2:6]1)=[O:13])[C:16]1[CH:17]=[CH:18][CH:19]=[CH:20][CH:21]=1. (3) The product is: [CH3:12][C:6]1([CH3:13])[NH:5][C:4]2[CH:3]=[C:2]([C:17]3[CH:18]=[N:19][N:20]([CH2:21][O:22][CH2:23][CH2:24][Si:25]([CH3:28])([CH3:27])[CH3:26])[C:16]=3[CH:14]=[O:15])[S:10][C:9]=2[C:8](=[O:11])[NH:7]1. Given the reactants Br[C:2]1[S:10][C:9]2[C:8](=[O:11])[NH:7][C:6]([CH3:13])([CH3:12])[NH:5][C:4]=2[CH:3]=1.[CH:14]([C:16]1[N:20]([CH2:21][O:22][CH2:23][CH2:24][Si:25]([CH3:28])([CH3:27])[CH3:26])[N:19]=[CH:18][C:17]=1B(O)O)=[O:15].C(=O)([O-])[O-].[Cs+].[Cs+].COCCOC, predict the reaction product. (4) Given the reactants [C:1]12([N:11]=[C:12]=[S:13])[CH2:10][CH:5]3[CH2:6][CH:7]([CH2:9][CH:3]([CH2:4]3)[CH2:2]1)[CH2:8]2.[NH3:14], predict the reaction product. The product is: [C:1]12([NH:11][C:12]([NH2:14])=[S:13])[CH2:10][CH:5]3[CH2:6][CH:7]([CH2:9][CH:3]([CH2:4]3)[CH2:2]1)[CH2:8]2. (5) The product is: [O:31]=[C:20]1[N:19]2[CH2:25][C@@H:22]([CH2:23][CH2:24][C@H:18]2[C:16]([NH:15][O:14][C@@H:10]2[CH2:11][CH2:12][CH2:13][NH:8][CH2:9]2)=[O:17])[N:21]1[O:26][S:27]([OH:30])(=[O:29])=[O:28]. Given the reactants C(OC([N:8]1[CH2:13][CH2:12][CH2:11][C@@H:10]([O:14][NH:15][C:16]([C@@H:18]2[CH2:24][CH2:23][C@@H:22]3[CH2:25][N:19]2[C:20](=[O:31])[N:21]3[O:26][S:27]([O-:30])(=[O:29])=[O:28])=[O:17])[CH2:9]1)=O)(C)(C)C.C([N+](CCCC)(CCCC)CCCC)CCC.FC(F)(F)C(O)=O, predict the reaction product. (6) Given the reactants Cl.[CH2:2]([O:4][C:5]([C:8]1[N:12]([CH2:13][CH:14]2[CH2:19][CH2:18][O:17][CH2:16][CH2:15]2)[C:11]2[CH:20]=[CH:21][C:22]([NH:24][CH3:25])=[CH:23][C:10]=2[N:9]=1)([CH3:7])[CH3:6])[CH3:3].[C:26]([NH:29][C:30]1[CH:35]=[CH:34][C:33]([S:36](Cl)(=[O:38])=[O:37])=[CH:32][CH:31]=1)(=[O:28])[CH3:27], predict the reaction product. The product is: [CH2:2]([O:4][C:5]([C:8]1[N:12]([CH2:13][CH:14]2[CH2:19][CH2:18][O:17][CH2:16][CH2:15]2)[C:11]2[CH:20]=[CH:21][C:22]([N:24]([CH3:25])[S:36]([C:33]3[CH:32]=[CH:31][C:30]([NH:29][C:26](=[O:28])[CH3:27])=[CH:35][CH:34]=3)(=[O:38])=[O:37])=[CH:23][C:10]=2[N:9]=1)([CH3:6])[CH3:7])[CH3:3]. (7) The product is: [Br:1][C:2]1[S:6][C:5]2[C:7](=[O:21])[CH2:8][CH:9]([C:10]3[CH:11]=[CH:12][C:13]([Cl:16])=[CH:14][CH:15]=3)[C:4]=2[CH:3]=1. Given the reactants [Br:1][C:2]1[S:6][C:5]2[C:7](=[O:21])[CH:8](C(OC)=O)[CH:9]([C:10]3[CH:15]=[CH:14][C:13]([Cl:16])=[CH:12][CH:11]=3)[C:4]=2[CH:3]=1.CS(C)=O.O, predict the reaction product. (8) Given the reactants [Br:1][C:2]1[CH:10]=[CH:9][C:5]([C:6]([OH:8])=O)=[CH:4][C:3]=1[O:11][CH2:12][CH3:13].C[N:15]([CH:17]=O)C.[C:19](Cl)(=O)C(Cl)=O, predict the reaction product. The product is: [Br:1][C:2]1[CH:10]=[CH:9][C:5]([C:6]([NH:15][CH2:17][CH3:19])=[O:8])=[CH:4][C:3]=1[O:11][CH2:12][CH3:13]. (9) Given the reactants Cl[C:2]1[N:7]=[C:6]([CH3:8])[C:5]([C:9]([O:11][CH3:12])=[O:10])=[C:4]([NH:13][C:14]2[CH:15]=[C:16]([CH3:20])[CH:17]=[CH:18][CH:19]=2)[N:3]=1.[CH2:21]([NH:24][C:25](=[O:31])[O:26][C:27]([CH3:30])([CH3:29])[CH3:28])[C:22]#[CH:23].C(N(CC)CC)C, predict the reaction product. The product is: [C:27]([O:26][C:25]([NH:24][CH2:21][C:22]#[C:23][C:2]1[N:7]=[C:6]([CH3:8])[C:5]([C:9]([O:11][CH3:12])=[O:10])=[C:4]([NH:13][C:14]2[CH:15]=[C:16]([CH3:20])[CH:17]=[CH:18][CH:19]=2)[N:3]=1)=[O:31])([CH3:30])([CH3:29])[CH3:28].